Dataset: Catalyst prediction with 721,799 reactions and 888 catalyst types from USPTO. Task: Predict which catalyst facilitates the given reaction. (1) Reactant: [C:1]([O:5][CH:6]([C:12]1[C:21]([CH3:22])=[CH:20][C:19]2[C:14](=[CH:15][CH:16]=[CH:17][CH:18]=2)[C:13]=1[OH:23])[C:7]([O:9][CH2:10][CH3:11])=[O:8])([CH3:4])([CH3:3])[CH3:2].C([O-])(O)=O.[Na+].[Br:29]Br.[O-]S([O-])(=S)=O.[Na+].[Na+]. Product: [Br:29][C:20]1[C:19]2[C:14](=[CH:15][CH:16]=[CH:17][CH:18]=2)[C:13]([OH:23])=[C:12]([CH:6]([O:5][C:1]([CH3:4])([CH3:2])[CH3:3])[C:7]([O:9][CH2:10][CH3:11])=[O:8])[C:21]=1[CH3:22]. The catalyst class is: 146. (2) Reactant: Br[CH2:2][CH2:3][CH2:4][O:5][C:6]1[CH:11]=[C:10]([O:12][CH3:13])[CH:9]=[CH:8][C:7]=1[NH:14][C:15](=[O:17])[CH3:16].C([O-])([O-])=O.[K+].[K+].[Cl:24][C:25]1[CH:40]=[CH:39][C:28]([CH2:29][C:30]2([OH:38])[CH2:35][CH2:34][NH:33][CH2:32][C:31]2([CH3:37])[CH3:36])=[CH:27][CH:26]=1. Product: [Cl:24][C:25]1[CH:26]=[CH:27][C:28]([CH2:29][C:30]2([OH:38])[CH2:35][CH2:34][N:33]([CH2:2][CH2:3][CH2:4][O:5][C:6]3[CH:11]=[C:10]([O:12][CH3:13])[CH:9]=[CH:8][C:7]=3[NH:14][C:15](=[O:17])[CH3:16])[CH2:32][C:31]2([CH3:36])[CH3:37])=[CH:39][CH:40]=1. The catalyst class is: 18. (3) Reactant: [N:1]1([C:7]2[CH:12]=[CH:11][C:10]([NH:13][C:14]([C:16]3[CH:17]=[C:18]([CH:30]=[CH:31][CH:32]=3)[CH2:19][S:20][CH2:21][CH2:22][C:23]([O:25]C(C)(C)C)=[O:24])=[O:15])=[C:9]([C:33](=[O:51])[NH:34][C:35]3[CH:40]=[N:39][C:38]([C:41]4[CH:46]=[CH:45][CH:44]=[C:43]([C:47]([F:50])([F:49])[F:48])[CH:42]=4)=[CH:37][N:36]=3)[CH:8]=2)[CH2:6][CH2:5][CH2:4][CH2:3][CH2:2]1.FC(F)(F)C(O)=O. Product: [N:1]1([C:7]2[CH:12]=[CH:11][C:10]([NH:13][C:14]([C:16]3[CH:17]=[C:18]([CH:30]=[CH:31][CH:32]=3)[CH2:19][S:20][CH2:21][CH2:22][C:23]([OH:25])=[O:24])=[O:15])=[C:9]([C:33](=[O:51])[NH:34][C:35]3[CH:40]=[N:39][C:38]([C:41]4[CH:46]=[CH:45][CH:44]=[C:43]([C:47]([F:50])([F:48])[F:49])[CH:42]=4)=[CH:37][N:36]=3)[CH:8]=2)[CH2:2][CH2:3][CH2:4][CH2:5][CH2:6]1. The catalyst class is: 4. (4) Reactant: [CH3:1][NH:2][C:3](=O)[CH2:4][CH2:5][CH2:6][CH2:7][CH2:8][CH2:9][CH2:10][C:11]1[CH:16]=[CH:15][CH:14]=[CH:13][CH:12]=1.[H-].[Al+3].[Li+].[H-].[H-].[H-]. Product: [CH3:1][NH:2][CH2:3][CH2:4][CH2:5][CH2:6][CH2:7][CH2:8][CH2:9][CH2:10][C:11]1[CH:12]=[CH:13][CH:14]=[CH:15][CH:16]=1. The catalyst class is: 1. (5) Reactant: CON(C)[C:4]([C:6]1[CH:11]=[CH:10][N:9]=[C:8]([NH:12][C:13](=[O:19])[O:14][C:15]([CH3:18])([CH3:17])[CH3:16])[CH:7]=1)=[O:5].[CH3:21][Mg+].[Br-]. Product: [C:4]([C:6]1[CH:11]=[CH:10][N:9]=[C:8]([NH:12][C:13](=[O:19])[O:14][C:15]([CH3:16])([CH3:17])[CH3:18])[CH:7]=1)(=[O:5])[CH3:21]. The catalyst class is: 1. (6) The catalyst class is: 378. Reactant: COC([C:5]1([CH2:16][C:17]2[CH:22]=[CH:21][C:20]([Cl:23])=[CH:19][CH:18]=2)[CH2:9][CH2:8][C:7]([CH2:11][C:12]([Cl:14])=[CH2:13])([CH3:10])[C:6]1=[O:15])=O.[OH-].[Na+]. Product: [Cl:14][C:12](=[CH2:13])[CH2:11][C:7]1([CH3:10])[CH2:8][CH2:9][CH:5]([CH2:16][C:17]2[CH:22]=[CH:21][C:20]([Cl:23])=[CH:19][CH:18]=2)[C:6]1=[O:15]. (7) Reactant: [Cl:1][C:2]1[CH:3]=[C:4]([C:9]2[CH:14]=[CH:13][C:12]([CH2:15][C@@H:16]([NH:23][C:24]([C:26]3[CH:27]=[C:28]([C:34]4[CH:39]=[CH:38][C:37]([C:40]([F:43])([F:42])[F:41])=[CH:36][CH:35]=4)[CH:29]=[CH:30][C:31]=3[O:32][CH3:33])=[O:25])[C:17](=[O:22])N(OC)C)=[CH:11][CH:10]=2)[CH:5]=[CH:6][C:7]=1[F:8].[CH3:44][Mg]Br. Product: [Cl:1][C:2]1[CH:3]=[C:4]([C:9]2[CH:14]=[CH:13][C:12]([CH2:15][C@@H:16]([NH:23][C:24]([C:26]3[CH:27]=[C:28]([C:34]4[CH:35]=[CH:36][C:37]([C:40]([F:41])([F:42])[F:43])=[CH:38][CH:39]=4)[CH:29]=[CH:30][C:31]=3[O:32][CH3:33])=[O:25])[C:17](=[O:22])[CH3:44])=[CH:11][CH:10]=2)[CH:5]=[CH:6][C:7]=1[F:8]. The catalyst class is: 1. (8) Reactant: [F:1][C:2]([F:10])([F:9])[C:3]([NH:5][CH2:6][C:7]#[CH:8])=[O:4].[H][H]. Product: [F:1][C:2]([F:10])([F:9])[C:3]([NH:5][CH2:6][CH2:7][CH3:8])=[O:4]. The catalyst class is: 45. (9) Product: [OH:1][CH2:2][C:3]([N:12]1[CH2:13][CH2:14][N:9]([CH3:8])[CH2:10][CH2:11]1)=[O:5]. Reactant: [OH:1][CH2:2][C:3]([O:5]CC)=O.[CH3:8][N:9]1[CH2:14][CH2:13][NH:12][CH2:11][CH2:10]1. The catalyst class is: 12.